This data is from Forward reaction prediction with 1.9M reactions from USPTO patents (1976-2016). The task is: Predict the product of the given reaction. (1) Given the reactants [Si]([O:8][CH:9]([CH2:33][CH2:34][CH2:35][CH2:36][CH2:37][CH2:38][CH3:39])[CH2:10][CH2:11][C@@H:12]1[C@@H:24]2[C@@H:15]([O:16][C:17](=[O:25])[CH2:18][CH2:19][CH2:20][CH:21]=[CH:22][CH2:23]2)[CH2:14][C@H:13]1[O:26][CH:27]1[CH2:32][CH2:31][CH2:30][CH2:29][O:28]1)(C(C)(C)C)(C)C, predict the reaction product. The product is: [OH:8][CH:9]([CH2:33][CH2:34][CH2:35][CH2:36][CH2:37][CH2:38][CH3:39])[CH2:10][CH2:11][C@@H:12]1[C@@H:24]2[C@@H:15]([O:16][C:17](=[O:25])[CH2:18][CH2:19][CH2:20][CH:21]=[CH:22][CH2:23]2)[CH2:14][C@H:13]1[O:26][CH:27]1[CH2:32][CH2:31][CH2:30][CH2:29][O:28]1. (2) Given the reactants CN(C)C(=O)[S:4][C:5]1[CH:10]=[CH:9][C:8]([CH2:11][C:12]2[CH:17]=[CH:16][CH:15]=[CH:14][CH:13]=2)=[CH:7][C:6]=1[NH2:18].[OH-].[K+].O, predict the reaction product. The product is: [NH2:18][C:6]1[CH:7]=[C:8]([CH2:11][C:12]2[CH:13]=[CH:14][CH:15]=[CH:16][CH:17]=2)[CH:9]=[CH:10][C:5]=1[S:4][S:4][C:5]1[CH:10]=[CH:9][C:8]([CH2:11][C:12]2[CH:13]=[CH:14][CH:15]=[CH:16][CH:17]=2)=[CH:7][C:6]=1[NH2:18]. (3) Given the reactants [CH3:1][C:2]1[CH:7]=[C:6]([C:8](=[O:11])[NH:9][CH3:10])[CH:5]=[CH:4][C:3]=1[C:12]1[CH:17]=[CH:16][C:15]([CH2:18][C@H:19]([NH:34][C:35]([C@H:37]2[CH2:42][CH2:41][C@H:40]([CH2:43][NH:44]C(=O)OC(C)(C)C)[CH2:39][CH2:38]2)=[O:36])[C:20](=[O:33])[NH:21][C:22]2[CH:27]=[CH:26][C:25]([C:28]3[N:29]=[N:30][NH:31][N:32]=3)=[CH:24][CH:23]=2)=[CH:14][CH:13]=1.Cl, predict the reaction product. The product is: [NH2:44][CH2:43][C@H:40]1[CH2:39][CH2:38][C@H:37]([C:35]([NH:34][C@H:19]([C:20](=[O:33])[NH:21][C:22]2[CH:27]=[CH:26][C:25]([C:28]3[N:29]=[N:30][NH:31][N:32]=3)=[CH:24][CH:23]=2)[CH2:18][C:15]2[CH:14]=[CH:13][C:12]([C:3]3[CH:4]=[CH:5][C:6]([C:8]([NH:9][CH3:10])=[O:11])=[CH:7][C:2]=3[CH3:1])=[CH:17][CH:16]=2)=[O:36])[CH2:42][CH2:41]1. (4) Given the reactants Br[C:2]1[C:10]2[C:5](=[CH:6][CH:7]=[C:8]([C:11]#[N:12])[CH:9]=2)[N:4]([CH:13]2[CH2:18][CH2:17][CH2:16][CH2:15][O:14]2)[N:3]=1.[OH:19][C:20]1[CH:21]=[C:22](B(O)O)[CH:23]=[CH:24][CH:25]=1.[O-]P([O-])([O-])=O.[K+].[K+].[K+], predict the reaction product. The product is: [OH:19][C:20]1[CH:25]=[C:24]([C:2]2[C:10]3[C:5](=[CH:6][CH:7]=[C:8]([C:11]#[N:12])[CH:9]=3)[N:4]([CH:13]3[CH2:18][CH2:17][CH2:16][CH2:15][O:14]3)[N:3]=2)[CH:23]=[CH:22][CH:21]=1. (5) Given the reactants [I-].[CH3:2][S+](C)(C)=O.[H-].[Na+].[CH3:9][C:10]1([CH3:21])[CH2:15][C:14](=[O:16])[CH2:13][CH2:12][CH:11]1[C:17]([O:19][CH3:20])=[O:18], predict the reaction product. The product is: [CH3:9][C:10]1([CH3:21])[CH:11]([C:17]([O:19][CH3:20])=[O:18])[CH2:12][CH2:13][C:14]2([O:16][CH2:2]2)[CH2:15]1. (6) Given the reactants C([O-])([O-])=O.[K+].[K+].C([O:10][CH2:11][CH2:12][CH2:13][C:14]1[CH:19]=[CH:18][N:17]=[C:16]([C:20]#[N:21])[CH:15]=1)(=O)C, predict the reaction product. The product is: [OH:10][CH2:11][CH2:12][CH2:13][C:14]1[CH:19]=[CH:18][N:17]=[C:16]([C:20]#[N:21])[CH:15]=1. (7) Given the reactants [O:1]=[C:2]1[NH:10][C:5]2=[N:6][CH:7]=[CH:8][CH:9]=[C:4]2[C:3]21[CH2:21][C:13]1[CH:14]=[N:15][C:16](C([O-])=O)=[CH:17][C:12]=1[CH2:11]2.[Na+].C([N:25]([CH2:28]C)CC)C.C1(P(N=[N+]=[N-])(C2C=CC=CC=2)=[O:37])C=CC=CC=1.[C:47]([OH:51])([CH3:50])([CH3:49])[CH3:48], predict the reaction product. The product is: [NH4+:6].[OH-:1].[O:1]=[C:2]1[NH:10][C:5]2=[N:6][CH:7]=[CH:8][CH:9]=[C:4]2[C:3]21[CH2:21][C:13]1[CH:14]=[N:15][C:16]([NH:25][C:28](=[O:37])[O:51][C:47]([CH3:50])([CH3:49])[CH3:48])=[CH:17][C:12]=1[CH2:11]2. (8) Given the reactants [NH:1]1[C:9]2[C:4](=[CH:5][CH:6]=[CH:7][CH:8]=2)[C:3]([CH:10]=O)=[N:2]1.Cl.[NH2:13][C:14]1[C:22]([NH2:23])=[CH:21][CH:20]=[CH:19][C:15]=1[C:16]([OH:18])=[O:17].N1C2C(=CC=CC=2)C(C2NC3C=CC=CC=3N=2)=N1, predict the reaction product. The product is: [NH:1]1[C:9]2[C:4](=[CH:5][CH:6]=[CH:7][CH:8]=2)[C:3]([C:10]2[NH:13][C:14]3[C:15]([C:16]([OH:18])=[O:17])=[CH:19][CH:20]=[CH:21][C:22]=3[N:23]=2)=[N:2]1.